From a dataset of Forward reaction prediction with 1.9M reactions from USPTO patents (1976-2016). Predict the product of the given reaction. (1) Given the reactants C(=O)([O-])[O-].[Cs+].[Cs+].[OH:7][C:8]1[CH:9]=[C:10]([CH:13]=[C:14]([OH:16])[CH:15]=1)[C:11]#[N:12].[CH2:17](Br)[C:18]1[CH:23]=[CH:22][CH:21]=[CH:20][CH:19]=1, predict the reaction product. The product is: [CH2:17]([O:7][C:8]1[CH:9]=[C:10]([CH:13]=[C:14]([OH:16])[CH:15]=1)[C:11]#[N:12])[C:18]1[CH:23]=[CH:22][CH:21]=[CH:20][CH:19]=1. (2) Given the reactants [F:1][C:2]1[CH:11]=[CH:10][C:5]2[N:6]=[C:7]([NH2:9])[S:8][C:4]=2[CH:3]=1.[F:12][C:13]([F:24])([F:23])[C:14]1[CH:15]=[C:16]([CH:20]=[CH:21][CH:22]=1)[C:17](Cl)=[O:18].C[O:26][C:27]1[CH:36]=CC2N=C(N)SC=2C=1.ClC1C=C(C=CC=1)C(Cl)=[O:42], predict the reaction product. The product is: [F:1][C:2]1[CH:11]=[CH:10][C:5]2[N:6]([CH2:36][C:27]([OH:26])=[O:42])[C:7](=[N:9][C:17](=[O:18])[C:16]3[CH:20]=[CH:21][CH:22]=[C:14]([C:13]([F:24])([F:23])[F:12])[CH:15]=3)[S:8][C:4]=2[CH:3]=1. (3) Given the reactants [CH3:1][N:2]([C:4]1[CH:9]=[CH:8][C:7]([C:10]([F:13])([F:12])[F:11])=[CH:6][C:5]=1[N+:14]([O-:16])=[O:15])[NH2:3].[OH:17][C:18]1[CH:25]=[C:24]([OH:26])[CH:23]=[CH:22][C:19]=1[CH:20]=O, predict the reaction product. The product is: [CH3:1][N:2]([C:4]1[CH:9]=[CH:8][C:7]([C:10]([F:13])([F:12])[F:11])=[CH:6][C:5]=1[N+:14]([O-:16])=[O:15])[N:3]=[CH:20][C:19]1[CH:22]=[CH:23][C:24]([OH:26])=[CH:25][C:18]=1[OH:17]. (4) Given the reactants [CH:1]12[N:9]([CH:10]([C:24]3[CH:29]=[CH:28][CH:27]=[C:26]([O:30][CH3:31])[CH:25]=3)[C:11]3[CH:23]=[CH:22][C:14]([C:15]([N:17]([CH2:20][CH3:21])[CH2:18][CH3:19])=[O:16])=[CH:13][CH:12]=3)[CH:6]([CH2:7][CH2:8]1)[CH:5]1[NH:32][CH:2]2[CH2:3][CH2:4]1.[CH2:33](Br)[CH:34]=[CH2:35].C(=O)([O-])[O-].[K+].[K+], predict the reaction product. The product is: [CH2:35]([N:32]1[CH:2]2[CH:1]3[N:9]([CH:10]([C:24]4[CH:29]=[CH:28][CH:27]=[C:26]([O:30][CH3:31])[CH:25]=4)[C:11]4[CH:23]=[CH:22][C:14]([C:15]([N:17]([CH2:20][CH3:21])[CH2:18][CH3:19])=[O:16])=[CH:13][CH:12]=4)[CH:6]([CH:5]1[CH2:4][CH2:3]2)[CH2:7][CH2:8]3)[CH:34]=[CH2:33]. (5) The product is: [CH2:32]([O:1][C@H:2]1[CH2:26][CH2:25][C@@:24]2([CH3:27])[C@@H:4]([C:5](=[O:29])[O:6][C:7]3[C@H:8]4[C@:20]([CH3:28])([CH2:21][CH2:22][C:23]=32)[C@@H:11]([C@H:12]([CH3:19])[CH2:13][CH2:14][CH2:15][CH:16]([CH3:18])[CH3:17])[CH2:10][CH2:9]4)[CH2:3]1)[CH:31]=[CH2:30]. Given the reactants [OH:1][C@H:2]1[CH2:26][CH2:25][C@@:24]2([CH3:27])[C@@H:4]([C:5](=[O:29])[O:6][C:7]3[C@H:8]4[C@:20]([CH3:28])([CH2:21][CH2:22][C:23]=32)[C@@H:11]([C@H:12]([CH3:19])[CH2:13][CH2:14][CH2:15][CH:16]([CH3:18])[CH3:17])[CH2:10][CH2:9]4)[CH2:3]1.[CH2:30]=[CH:31][CH2:32]OC(C(Cl)(Cl)Cl)=N.C(=O)(O)[O-].[Na+], predict the reaction product. (6) Given the reactants [NH2:1][C:2]1[C:7]([F:8])=[CH:6][N:5]([S:9]([C:12]2[CH:17]=[CH:16][C:15]([O:18][CH3:19])=[CH:14][CH:13]=2)(=[O:11])=[O:10])[C:4](=[O:20])[N:3]=1.[C:21](=O)([O-])[O-].[K+].[K+].CN(C)C=O.IC, predict the reaction product. The product is: [F:8][C:7]1[C:2](=[NH:1])[N:3]([CH3:21])[C:4](=[O:20])[N:5]([S:9]([C:12]2[CH:13]=[CH:14][C:15]([O:18][CH3:19])=[CH:16][CH:17]=2)(=[O:10])=[O:11])[CH:6]=1.